This data is from Peptide-MHC class II binding affinity with 134,281 pairs from IEDB. The task is: Regression. Given a peptide amino acid sequence and an MHC pseudo amino acid sequence, predict their binding affinity value. This is MHC class II binding data. (1) The peptide sequence is ITKLGAKPDGKTDCT. The MHC is HLA-DQA10301-DQB10302 with pseudo-sequence HLA-DQA10301-DQB10302. The binding affinity (normalized) is 0. (2) The peptide sequence is SCGLYKQPGVPVRWK. The MHC is DRB1_0701 with pseudo-sequence DRB1_0701. The binding affinity (normalized) is 0.304. (3) The peptide sequence is RRTGNIQIRLPWYSY. The MHC is DRB1_0404 with pseudo-sequence DRB1_0404. The binding affinity (normalized) is 0.215. (4) The peptide sequence is LGHDGTVWAQSADFP. The MHC is HLA-DQA10501-DQB10301 with pseudo-sequence HLA-DQA10501-DQB10301. The binding affinity (normalized) is 0.573. (5) The peptide sequence is IYGLPWMTTQTSALS. The MHC is H-2-IAb with pseudo-sequence H-2-IAb. The binding affinity (normalized) is 0.517. (6) The peptide sequence is LNVTSEDLGKTFSVG. The MHC is DRB3_0101 with pseudo-sequence DRB3_0101. The binding affinity (normalized) is 0.492. (7) The peptide sequence is SSNLSWLSLDVSAAF. The MHC is DRB1_1302 with pseudo-sequence DRB1_1302. The binding affinity (normalized) is 0.669.